Dataset: Peptide-MHC class I binding affinity with 185,985 pairs from IEDB/IMGT. Task: Regression. Given a peptide amino acid sequence and an MHC pseudo amino acid sequence, predict their binding affinity value. This is MHC class I binding data. (1) The peptide sequence is TLRFKTKAL. The MHC is HLA-A66:01 with pseudo-sequence HLA-A66:01. The binding affinity (normalized) is 0.213. (2) The peptide sequence is IAVSNLSTL. The MHC is H-2-Kb with pseudo-sequence H-2-Kb. The binding affinity (normalized) is 0.565. (3) The peptide sequence is QIYAGIKVR. The MHC is HLA-A31:01 with pseudo-sequence HLA-A31:01. The binding affinity (normalized) is 0.624. (4) The peptide sequence is FSFFMNENF. The MHC is HLA-A02:11 with pseudo-sequence HLA-A02:11. The binding affinity (normalized) is 0.0847. (5) The peptide sequence is HAFLCLFLL. The MHC is HLA-A02:01 with pseudo-sequence HLA-A02:01. The binding affinity (normalized) is 0.934. (6) The peptide sequence is MAWERGPAL. The MHC is HLA-E01:01 with pseudo-sequence HLA-E01:03. The binding affinity (normalized) is 0.0847. (7) The peptide sequence is GPRWPRRMP. The MHC is HLA-A26:01 with pseudo-sequence HLA-A26:01. The binding affinity (normalized) is 0.0847.